Task: Predict the reactants needed to synthesize the given product.. Dataset: Full USPTO retrosynthesis dataset with 1.9M reactions from patents (1976-2016) (1) Given the product [Br:1][C:2]1[CH:6]=[C:5]([I:14])[S:4][C:3]=1[C:7]1[NH:11][CH:10]=[N:9][N:8]=1, predict the reactants needed to synthesize it. The reactants are: [Br:1][C:2]1[CH:6]=[CH:5][S:4][C:3]=1[C:7]1[NH:11][CH:10]=[N:9][N:8]=1.II.[I:14](O)(=O)(=O)=O.C(O)(=O)C.O.S(=O)(=O)(O)O. (2) The reactants are: [CH3:1][O:2][C:3](=[O:12])[CH2:4][C:5]1[CH:10]=[CH:9][C:8]([Br:11])=[CH:7][CH:6]=1.[Li+].[CH3:14]C([N-]C(C)C)C.CI. Given the product [CH3:1][O:2][C:3](=[O:12])[CH:4]([C:5]1[CH:10]=[CH:9][C:8]([Br:11])=[CH:7][CH:6]=1)[CH3:14], predict the reactants needed to synthesize it. (3) Given the product [C:1]([C:5]1[CH:6]=[C:7]([C:15]2[N:19]([C:20]3[CH:25]=[CH:24][C:23]([C:26](=[O:28])[NH2:27])=[CH:22][CH:21]=3)[N:18]=[C:17]([C:29]3[CH:38]=[CH:37][C:32]([C:33]([OH:35])=[O:34])=[CH:31][CH:30]=3)[CH:16]=2)[CH:8]=[C:9]([O:11][CH:12]([CH3:14])[CH3:13])[CH:10]=1)([CH3:3])([CH3:4])[CH3:2], predict the reactants needed to synthesize it. The reactants are: [C:1]([C:5]1[CH:6]=[C:7]([C:15]2[N:19]([C:20]3[CH:25]=[CH:24][C:23]([C:26](=[O:28])[NH2:27])=[CH:22][CH:21]=3)[N:18]=[C:17]([C:29]3[CH:38]=[CH:37][C:32]([C:33]([O:35]C)=[O:34])=[CH:31][CH:30]=3)[CH:16]=2)[CH:8]=[C:9]([O:11][CH:12]([CH3:14])[CH3:13])[CH:10]=1)([CH3:4])([CH3:3])[CH3:2].[Li+].[OH-].Cl. (4) Given the product [NH2:1][C:4]1[CH:9]=[CH:8][CH:7]=[CH:6][C:5]=1[S:10][C:11]1[CH:20]=[CH:19][CH:18]=[CH:17][C:12]=1[C:13]([O:15][CH3:16])=[O:14], predict the reactants needed to synthesize it. The reactants are: [N+:1]([C:4]1[CH:9]=[CH:8][CH:7]=[CH:6][C:5]=1[S:10][C:11]1[CH:20]=[CH:19][CH:18]=[CH:17][C:12]=1[C:13]([O:15][CH3:16])=[O:14])([O-])=O.